This data is from Reaction yield outcomes from USPTO patents with 853,638 reactions. The task is: Predict the reaction yield, written as a fraction of the theoretical maximum amount of product (1.0 means a 100% yield; for example, 0.34 means a 34% yield). (1) The reactants are [CH2:1]([O:3][C:4]([C:6]1(O)[CH2:10][N:9]([C:11]2[CH:16]=[CH:15][C:14]([Cl:17])=[CH:13][CH:12]=2)[C:8]([C:18]2[CH:23]=[CH:22][C:21]([Cl:24])=[CH:20][C:19]=2[Cl:25])=[N:7]1)=[O:5])[CH3:2].O.C1(C)C=CC(S(O)(=O)=O)=CC=1. The catalyst is C1(C)C=CC=CC=1. The product is [CH2:1]([O:3][C:4]([C:6]1[N:7]=[C:8]([C:18]2[CH:23]=[CH:22][C:21]([Cl:24])=[CH:20][C:19]=2[Cl:25])[N:9]([C:11]2[CH:12]=[CH:13][C:14]([Cl:17])=[CH:15][CH:16]=2)[CH:10]=1)=[O:5])[CH3:2]. The yield is 0.697. (2) The reactants are CS(C)=O.C(Cl)(=O)C(Cl)=O.[C:11]([O:15][C:16](=[O:27])[NH:17][C@H:18]([C:20](=[O:26])[NH:21][CH2:22][CH:23]([OH:25])[CH3:24])[CH3:19])([CH3:14])([CH3:13])[CH3:12].C(N(CC)CC)C. The catalyst is C(Cl)Cl. The product is [C:11]([O:15][C:16](=[O:27])[NH:17][C@H:18]([C:20](=[O:26])[NH:21][CH2:22][C:23](=[O:25])[CH3:24])[CH3:19])([CH3:12])([CH3:13])[CH3:14]. The yield is 0.600. (3) The reactants are Br[C:2]1[N:6]2[CH:7]=[CH:8][N:9]=[C:10]([NH:11][CH3:12])[C:5]2=[N:4][CH:3]=1.[C:13]1(B(O)O)[CH:18]=[CH:17][CH:16]=[CH:15][CH:14]=1. No catalyst specified. The product is [CH3:12][NH:11][C:10]1[C:5]2[N:6]([C:2]([C:13]3[CH:18]=[CH:17][CH:16]=[CH:15][CH:14]=3)=[CH:3][N:4]=2)[CH:7]=[CH:8][N:9]=1. The yield is 0.630. (4) The reactants are [F:1][C:2]1[C:3](=O)[NH:4][C:5]2[C:10]([CH:11]=1)=[CH:9][CH:8]=[C:7]([O:12][CH3:13])[CH:6]=2.S(Cl)([Cl:17])=O. The catalyst is CN(C=O)C. The product is [Cl:17][C:3]1[C:2]([F:1])=[CH:11][C:10]2[C:5](=[CH:6][C:7]([O:12][CH3:13])=[CH:8][CH:9]=2)[N:4]=1. The yield is 0.970. (5) The reactants are [Br:1][C:2]1[CH:3]=[C:4]([CH:10]=O)[C:5]([CH:8]=O)=[CH:6][CH:7]=1.C(O[N:19]([CH2:22][CH3:23])CC)(=O)CC([O-])=O.[O-:24][CH2:25][CH3:26].[Na+].C([OH:30])C. No catalyst specified. The product is [CH2:25]([O:24][C:23]([C:22]1[N:19]=[CH:10][C:4]2[C:5]([CH:8]=1)=[CH:6][CH:7]=[C:2]([Br:1])[CH:3]=2)=[O:30])[CH3:26]. The yield is 0.780. (6) The reactants are [NH2:1][C:2]1[O:6][N:5]=[C:4]([CH3:7])[C:3]=1[Cl:8].[CH3:9][C:10]1[CH:15]=[CH:14][C:13]([CH3:16])=[CH:12][C:11]=1[S:17](Cl)(=[O:19])=[O:18]. No catalyst specified. The product is [CH3:9][C:10]1[CH:15]=[CH:14][C:13]([CH3:16])=[CH:12][C:11]=1[S:17]([NH:1][C:2]1[O:6][N:5]=[C:4]([CH3:7])[C:3]=1[Cl:8])(=[O:18])=[O:19]. The yield is 0.820. (7) The reactants are C(Cl)(=O)C(Cl)=O.CS(C)=O.[CH2:11]([C:13]1[S:50][C:16]2[N:17]([CH2:35][C:36]3[CH:41]=[CH:40][C:39]([C:42]4[C:43]([C:48]#[N:49])=[CH:44][CH:45]=[CH:46][CH:47]=4)=[CH:38][CH:37]=3)[C:18](=[O:34])[N:19]([CH:22]([CH3:33])[CH:23]([OH:32])[C:24]3[CH:29]=[CH:28][C:27]([O:30][CH3:31])=[CH:26][CH:25]=3)[C:20](=[O:21])[C:15]=2[CH:14]=1)[CH3:12].C(N(CC)CC)C. The catalyst is C(Cl)Cl. The product is [CH2:11]([C:13]1[S:50][C:16]2[N:17]([CH2:35][C:36]3[CH:37]=[CH:38][C:39]([C:42]4[C:43]([C:48]#[N:49])=[CH:44][CH:45]=[CH:46][CH:47]=4)=[CH:40][CH:41]=3)[C:18](=[O:34])[N:19]([CH:22]([CH3:33])[C:23]([C:24]3[CH:25]=[CH:26][C:27]([O:30][CH3:31])=[CH:28][CH:29]=3)=[O:32])[C:20](=[O:21])[C:15]=2[CH:14]=1)[CH3:12]. The yield is 0.400.